The task is: Predict the reaction yield, written as a fraction of the theoretical maximum amount of product (1.0 means a 100% yield; for example, 0.34 means a 34% yield).. This data is from Reaction yield outcomes from USPTO patents with 853,638 reactions. (1) The reactants are [Br:1][C:2]1[C:3]([CH3:9])=[N:4][CH:5]=[C:6]([Br:8])[CH:7]=1.C1C(=O)N([Br:17])C(=O)C1.CC(N=NC(C#N)(C)C)(C#N)C. The catalyst is C(Cl)(Cl)(Cl)Cl. The product is [Br:1][C:2]1[C:3]([CH2:9][Br:17])=[N:4][CH:5]=[C:6]([Br:8])[CH:7]=1. The yield is 0.550. (2) The reactants are [Cl:1][C:2]([Cl:11])([Cl:10])[C:3]([C:5]1[NH:6][CH:7]=[CH:8][CH:9]=1)=[O:4].[I:12]I. The catalyst is C(Cl)(Cl)Cl.FC(F)(F)C([O-])=O.[Ag+]. The product is [Cl:11][C:2]([Cl:1])([Cl:10])[C:3]([C:5]1[NH:6][CH:7]=[C:8]([I:12])[CH:9]=1)=[O:4]. The yield is 0.780. (3) The catalyst is CS(C)=O. The yield is 0.740. The reactants are [H-].[Na+].[Br:3][C:4]1[N:12]([CH3:13])[C:11]2[C:10](=[O:14])[NH:9][C:8](=[O:15])[N:7]([CH3:16])[C:6]=2[N:5]=1.[C:17]([O:20][CH:21]([CH3:33])[CH2:22][CH2:23][CH2:24][CH2:25][C@H](Cl)CCCCC)(=[O:19])[CH3:18]. The product is [C:17]([O:20][C@H:21]([CH3:33])[CH2:22][CH2:23][CH2:24][CH2:25][N:9]1[C:10](=[O:14])[C:11]2[N:12]([CH3:13])[C:4]([Br:3])=[N:5][C:6]=2[N:7]([CH3:16])[C:8]1=[O:15])(=[O:19])[CH3:18]. (4) The reactants are [CH2:1]([O:8][CH2:9][C:10]1[C@H:11]([OH:34])[CH2:12][C@H:13]([C:15]2[C:19]3[N:20]=[CH:21][N:22]=[C:23]([NH:24][C@@H:25]4[C:33]5[C:28](=[CH:29][CH:30]=[CH:31][CH:32]=5)[CH2:27][CH2:26]4)[C:18]=3[S:17][CH:16]=2)[CH:14]=1)[C:2]1[CH:7]=[CH:6][CH:5]=[CH:4][CH:3]=1. The catalyst is C1CCC(P(C2CCCCC2)C2CCCCC2)CC1.C1CC=CCCC=C1.C1C=CN=CC=1.F[P-](F)(F)(F)(F)F.[Ir].C(Cl)Cl. The product is [CH2:1]([O:8][CH2:9][C@@H:10]1[CH2:14][C@@H:13]([C:15]2[C:19]3[N:20]=[CH:21][N:22]=[C:23]([NH:24][C@@H:25]4[C:33]5[C:28](=[CH:29][CH:30]=[CH:31][CH:32]=5)[CH2:27][CH2:26]4)[C:18]=3[S:17][CH:16]=2)[CH2:12][C@H:11]1[OH:34])[C:2]1[CH:3]=[CH:4][CH:5]=[CH:6][CH:7]=1. The yield is 0.910.